This data is from Forward reaction prediction with 1.9M reactions from USPTO patents (1976-2016). The task is: Predict the product of the given reaction. Given the reactants Br[C:2]1[CH:3]=[C:4]([CH3:28])[C:5]([N:8]2[C:14]3=[N:15][C:16]4[C:21]([Cl:22])=[CH:20][CH:19]=[C:18]([CH:23]([CH2:26][CH3:27])[CH2:24][CH3:25])[C:17]=4[N:13]3[CH2:12][CH2:11][CH2:10][CH2:9]2)=[N:6][CH:7]=1.[CH3:29][S:30]([O-:32])=[O:31].[Na+], predict the reaction product. The product is: [Cl:22][C:21]1[C:16]2[N:15]=[C:14]3[N:8]([C:5]4[C:4]([CH3:28])=[CH:3][C:2]([S:30]([CH3:29])(=[O:32])=[O:31])=[CH:7][N:6]=4)[CH2:9][CH2:10][CH2:11][CH2:12][N:13]3[C:17]=2[C:18]([CH:23]([CH2:26][CH3:27])[CH2:24][CH3:25])=[CH:19][CH:20]=1.